This data is from Reaction yield outcomes from USPTO patents with 853,638 reactions. The task is: Predict the reaction yield, written as a fraction of the theoretical maximum amount of product (1.0 means a 100% yield; for example, 0.34 means a 34% yield). (1) The reactants are [Cl:1][C:2]1[N:7]=[CH:6][C:5]2[CH:8]=[N:9][NH:10][C:4]=2[CH:3]=1.[OH-].[K+].[I:13]I. The catalyst is CN(C=O)C. The product is [Cl:1][C:2]1[N:7]=[CH:6][C:5]2[C:8]([I:13])=[N:9][NH:10][C:4]=2[CH:3]=1. The yield is 0.470. (2) The reactants are [Cl-].[Cl:2][C:3]1[CH:8]=[CH:7][C:6]([C@@:9]2([OH:23])[CH2:14][CH2:13][N:12]([C:15](=[O:20])[C@H:16]([NH3+:19])[CH2:17][CH3:18])[CH2:11][C:10]2([CH3:22])[CH3:21])=[CH:5][CH:4]=1.[CH:24]1([C:29](Cl)=[O:30])[CH2:28][CH2:27][CH2:26][CH2:25]1.CCN(C(C)C)C(C)C. The catalyst is C1COCC1. The product is [Cl:2][C:3]1[CH:4]=[CH:5][C:6]([C@@:9]2([OH:23])[CH2:14][CH2:13][N:12]([C:15](=[O:20])[C@H:16]([NH:19][C:29]([CH:24]3[CH2:28][CH2:27][CH2:26][CH2:25]3)=[O:30])[CH2:17][CH3:18])[CH2:11][C:10]2([CH3:22])[CH3:21])=[CH:7][CH:8]=1. The yield is 0.523. (3) The reactants are [CH3:1][C:2]([CH3:40])([CH3:39])[C:3](=O)[CH2:4][N:5]1[C:10](=[O:11])[C:9]([CH2:12][C:13]2[CH:18]=[CH:17][C:16]([C:19]3[CH:24]=[CH:23][CH:22]=[CH:21][C:20]=3[C:25]3[NH:29][C:28](=[O:30])[O:27][N:26]=3)=[CH:15][CH:14]=2)=[C:8]([CH2:31][CH2:32][CH3:33])[N:7]2[N:34]=[C:35]([CH3:37])[N:36]=[C:6]12.Cl.[NH2:42][O:43][CH2:44][CH3:45].N1C=CC=CC=1.Cl. The catalyst is O.C(OCC)(=O)C. The product is [CH2:44]([O:43]/[N:42]=[C:3](\[C:2]([CH3:39])([CH3:40])[CH3:1])/[CH2:4][N:5]1[C:10](=[O:11])[C:9]([CH2:12][C:13]2[CH:14]=[CH:15][C:16]([C:19]3[CH:24]=[CH:23][CH:22]=[CH:21][C:20]=3[C:25]3[NH:29][C:28](=[O:30])[O:27][N:26]=3)=[CH:17][CH:18]=2)=[C:8]([CH2:31][CH2:32][CH3:33])[N:7]2[N:34]=[C:35]([CH3:37])[N:36]=[C:6]12)[CH3:45]. The yield is 0.490. (4) The reactants are [CH2:1]([C:3]1[N:4]([C:28]2[CH:33]=[CH:32][C:31]([OH:34])=[CH:30][CH:29]=2)[C:5](=[O:27])[C:6]([CH2:12][C:13]2[CH:18]=[CH:17][C:16]([C:19]3[C:20]([C:25]#[N:26])=[CH:21][CH:22]=[CH:23][CH:24]=3)=[CH:15][CH:14]=2)=[C:7]([CH2:9][CH2:10][CH3:11])[N:8]=1)[CH3:2].[Si](O[CH:43]1[CH2:48][CH2:47][CH:46]([OH:49])[CH2:45][CH2:44]1)(C(C)(C)C)(C)C.C1(P(C2C=CC=CC=2)C2C=CC=CC=2)C=CC=CC=1.[N:70]([C:71]([O:73]C(C)C)=[O:72])=[N:70][C:71]([O:73]C(C)C)=[O:72]. The catalyst is O1CCCC1.O. The product is [CH2:1]([C:3]1[N:4]([C:28]2[CH:33]=[CH:32][C:31]([O:34][C@H:43]3[CH2:44][CH2:45][C@@H:46]([OH:49])[CH2:47][CH2:48]3)=[CH:30][CH:29]=2)[C:5](=[O:27])[C:6]([CH2:12][C:13]2[CH:18]=[CH:17][C:16]([C:19]3[CH:24]=[CH:23][CH:22]=[CH:21][C:20]=3[C:25]3[NH:70][C:71](=[O:72])[O:73][N:26]=3)=[CH:15][CH:14]=2)=[C:7]([CH2:9][CH2:10][CH3:11])[N:8]=1)[CH3:2]. The yield is 0.290. (5) The reactants are [F:1][C:2]1[CH:3]=[CH:4][C:5]([C:8]2[C:12]([CH2:13][O:14][C:15]3[CH:23]=[CH:22][C:18]([C:19]([OH:21])=O)=[CH:17][N:16]=3)=[C:11]([CH3:24])[O:10][N:9]=2)=[N:6][CH:7]=1.[NH:25]1[CH2:30][CH2:29][O:28][CH2:27][CH2:26]1. No catalyst specified. The product is [F:1][C:2]1[CH:3]=[CH:4][C:5]([C:8]2[C:12]([CH2:13][O:14][C:15]3[N:16]=[CH:17][C:18]([C:19]([N:25]4[CH2:30][CH2:29][O:28][CH2:27][CH2:26]4)=[O:21])=[CH:22][CH:23]=3)=[C:11]([CH3:24])[O:10][N:9]=2)=[N:6][CH:7]=1. The yield is 0.910. (6) The catalyst is O.O1CCCC1. The product is [CH:16]1[C:28]2[CH:27]([CH2:29][O:30][C:31]([NH:1][CH:2]3[CH2:7][CH2:6][CH2:5][CH:4]([C:8]([OH:10])=[O:9])[CH2:3]3)=[O:32])[C:26]3[C:21](=[CH:22][CH:23]=[CH:24][CH:25]=3)[C:20]=2[CH:19]=[CH:18][CH:17]=1. The yield is 0.570. The reactants are [NH2:1][CH:2]1[CH2:7][CH2:6][CH2:5][CH:4]([C:8]([OH:10])=[O:9])[CH2:3]1.C(=O)([O-])O.[Na+].[CH:16]1[C:28]2[CH:27]([CH2:29][O:30][C:31](ON3C(=O)CCC3=O)=[O:32])[C:26]3[C:21](=[CH:22][CH:23]=[CH:24][CH:25]=3)[C:20]=2[CH:19]=[CH:18][CH:17]=1.Cl. (7) The reactants are [Br:1][C:2]1[CH:8]=[C:7]([O:9]C)[C:5]([NH2:6])=[CH:4][C:3]=1[Cl:11].B(Br)(Br)Br. The catalyst is C(Cl)Cl. The product is [NH2:6][C:5]1[CH:4]=[C:3]([Cl:11])[C:2]([Br:1])=[CH:8][C:7]=1[OH:9]. The yield is 1.00. (8) No catalyst specified. The reactants are [CH2:1]([N:3]([CH2:19][CH3:20])[CH2:4][CH2:5][N:6]1[CH2:11][CH2:10][C:9]2[NH:12][C:13]([CH:16]=O)=[C:14]([CH3:15])[C:8]=2[C:7]1=[O:18])[CH3:2].[NH:21]([C:25]1[CH:26]=[C:27]2[C:31](=[CH:32][CH:33]=1)[NH:30][C:29](=[O:34])[CH2:28]2)[C:22]([CH3:24])=[O:23]. The product is [CH2:1]([N:3]([CH2:19][CH3:20])[CH2:4][CH2:5][N:6]1[CH2:11][CH2:10][C:9]2[NH:12][C:13]([CH:16]=[C:28]3[C:27]4[C:31](=[CH:32][CH:33]=[C:25]([NH:21][C:22](=[O:23])[CH3:24])[CH:26]=4)[NH:30][C:29]3=[O:34])=[C:14]([CH3:15])[C:8]=2[C:7]1=[O:18])[CH3:2]. The yield is 0.579.